This data is from NCI-60 drug combinations with 297,098 pairs across 59 cell lines. The task is: Regression. Given two drug SMILES strings and cell line genomic features, predict the synergy score measuring deviation from expected non-interaction effect. (1) Drug 1: CC(C1=C(C=CC(=C1Cl)F)Cl)OC2=C(N=CC(=C2)C3=CN(N=C3)C4CCNCC4)N. Drug 2: C1=NC2=C(N=C(N=C2N1C3C(C(C(O3)CO)O)F)Cl)N. Cell line: SN12C. Synergy scores: CSS=46.0, Synergy_ZIP=1.72, Synergy_Bliss=2.25, Synergy_Loewe=-4.59, Synergy_HSA=3.43. (2) Drug 1: CNC(=O)C1=NC=CC(=C1)OC2=CC=C(C=C2)NC(=O)NC3=CC(=C(C=C3)Cl)C(F)(F)F. Drug 2: CCC1(CC2CC(C3=C(CCN(C2)C1)C4=CC=CC=C4N3)(C5=C(C=C6C(=C5)C78CCN9C7C(C=CC9)(C(C(C8N6C)(C(=O)OC)O)OC(=O)C)CC)OC)C(=O)OC)O.OS(=O)(=O)O. Cell line: SK-MEL-2. Synergy scores: CSS=5.11, Synergy_ZIP=2.12, Synergy_Bliss=2.63, Synergy_Loewe=-1.41, Synergy_HSA=-3.91. (3) Drug 1: COC1=C(C=C2C(=C1)N=CN=C2NC3=CC(=C(C=C3)F)Cl)OCCCN4CCOCC4. Drug 2: CC(C)(C#N)C1=CC(=CC(=C1)CN2C=NC=N2)C(C)(C)C#N. Cell line: SN12C. Synergy scores: CSS=20.0, Synergy_ZIP=-5.23, Synergy_Bliss=-2.38, Synergy_Loewe=-1.33, Synergy_HSA=-0.841. (4) Drug 1: CC1=C2C(C(=O)C3(C(CC4C(C3C(C(C2(C)C)(CC1OC(=O)C(C(C5=CC=CC=C5)NC(=O)C6=CC=CC=C6)O)O)OC(=O)C7=CC=CC=C7)(CO4)OC(=O)C)O)C)OC(=O)C. Drug 2: C1=NC(=NC(=O)N1C2C(C(C(O2)CO)O)O)N. Cell line: NCI-H522. Synergy scores: CSS=54.2, Synergy_ZIP=-4.42, Synergy_Bliss=-3.34, Synergy_Loewe=-13.5, Synergy_HSA=-1.94.